Binary Classification. Given a T-cell receptor sequence (or CDR3 region) and an epitope sequence, predict whether binding occurs between them. From a dataset of TCR-epitope binding with 47,182 pairs between 192 epitopes and 23,139 TCRs. Result: 1 (the TCR binds to the epitope). The TCR CDR3 sequence is CASSPGQTNYGYTF. The epitope is KAFSPEVIPMF.